Dataset: Peptide-MHC class II binding affinity with 134,281 pairs from IEDB. Task: Regression. Given a peptide amino acid sequence and an MHC pseudo amino acid sequence, predict their binding affinity value. This is MHC class II binding data. The peptide sequence is RDSDDWLNKYSYYPE. The MHC is HLA-DQA10201-DQB10303 with pseudo-sequence HLA-DQA10201-DQB10303. The binding affinity (normalized) is 0.